Task: Predict which catalyst facilitates the given reaction.. Dataset: Catalyst prediction with 721,799 reactions and 888 catalyst types from USPTO (1) Reactant: [CH2:1]([O:3][C:4](=[O:14])[CH2:5][NH:6][CH2:7][C:8]1[CH:13]=[CH:12][CH:11]=[CH:10][CH:9]=1)[CH3:2].[C:15]([O:19][C:20](O[C:20]([O:19][C:15]([CH3:18])([CH3:17])[CH3:16])=[O:21])=[O:21])([CH3:18])([CH3:17])[CH3:16]. Product: [CH3:16][C:15]([O:19][C:20]([N:6]([CH2:7][C:8]1[CH:13]=[CH:12][CH:11]=[CH:10][CH:9]=1)[CH2:5][C:4]([O:3][CH2:1][CH3:2])=[O:14])=[O:21])([CH3:18])[CH3:17]. The catalyst class is: 7. (2) Product: [CH3:1][O:2][C:3](=[O:7])[C:4]([C:23]1[C:22]([CH3:24])=[N:21][N:18]2[CH:19]=[CH:20][C:15]([C:14]([C:31]3[CH:32]=[CH:33][CH:34]=[CH:35][CH:36]=3)([C:25]3[CH:26]=[CH:27][CH:28]=[CH:29][CH:30]=3)[O:13][SiH2:12][C:8]([CH3:11])([CH3:10])[CH3:9])=[CH:16][C:17]=12)=[O:5]. Reactant: [CH3:1][O:2][C:3](=[O:7])[C:4](Cl)=[O:5].[C:8]([SiH2:12][O:13][C:14]([C:31]1[CH:36]=[CH:35][CH:34]=[CH:33][CH:32]=1)([C:25]1[CH:30]=[CH:29][CH:28]=[CH:27][CH:26]=1)[C:15]1[CH:20]=[CH:19][N:18]2[N:21]=[C:22]([CH3:24])[CH:23]=[C:17]2[CH:16]=1)([CH3:11])([CH3:10])[CH3:9].C(=O)([O-])[O-].[Na+].[Na+]. The catalyst class is: 1. (3) Reactant: C([O:3][C:4]([C:6]1[C:15](=[O:16])[C:14]2[C:9](=[N:10][C:11]([CH3:26])=[C:12]([CH2:17][C:18]3[CH:23]=[CH:22][CH:21]=[C:20]([Cl:24])[C:19]=3[F:25])[CH:13]=2)[N:8]([C@H:27]([C:32](C)(C)[O:33][SiH2]C(C)(C)C)[C:28]([CH3:31])([CH3:30])[CH3:29])[CH:7]=1)=[O:5])C.C[O-].[Na+].O. Product: [Cl:24][C:20]1[C:19]([F:25])=[C:18]([CH:23]=[CH:22][CH:21]=1)[CH2:17][C:12]1[CH:13]=[C:14]2[C:9](=[N:10][C:11]=1[CH3:26])[N:8]([C@H:27]([CH2:32][OH:33])[C:28]([CH3:29])([CH3:31])[CH3:30])[CH:7]=[C:6]([C:4]([OH:5])=[O:3])[C:15]2=[O:16]. The catalyst class is: 5. (4) Reactant: [CH3:1][C:2]1([CH3:12])[C:10]2[C:5](=[CH:6][CH:7]=[CH:8][CH:9]=2)[C:4](=O)[CH2:3]1.[C:13]1([C@H:19]([CH2:21][OH:22])[NH2:20])[CH:18]=[CH:17][CH:16]=[CH:15][CH:14]=1.C(O)(=O)C.[BH4-].[Na+]. Product: [CH3:1][C:2]1([CH3:12])[C:10]2[C:5](=[CH:6][CH:7]=[CH:8][CH:9]=2)[C@@H:4]([NH:20][C@H:19]([C:13]2[CH:18]=[CH:17][CH:16]=[CH:15][CH:14]=2)[CH2:21][OH:22])[CH2:3]1. The catalyst class is: 743. (5) Reactant: [CH3:1][O:2][C:3]1[CH:4]=[C:5]2[C:10](=[CH:11][C:12]=1[O:13][CH3:14])[N:9]=[CH:8][CH:7]=[C:6]2[O:15][C:16]1[CH:22]=[CH:21][C:19]([NH2:20])=[C:18]([CH3:23])[C:17]=1[CH3:24].Cl[C:26](Cl)([O:28][C:29](=[O:35])OC(Cl)(Cl)Cl)Cl.[CH:37]1(CO)[CH2:41][CH2:40][CH2:39][CH2:38]1.C(=O)(O)[O-].[Na+]. Product: [CH3:1][O:2][C:3]1[CH:4]=[C:5]2[C:10](=[CH:11][C:12]=1[O:13][CH3:14])[N:9]=[CH:8][CH:7]=[C:6]2[O:15][C:16]1[CH:22]=[CH:21][C:19]([NH:20][C:29](=[O:35])[O:28][CH2:26][CH:37]2[CH2:41][CH2:40][CH2:39][CH2:38]2)=[C:18]([CH3:23])[C:17]=1[CH3:24]. The catalyst class is: 208. (6) Reactant: [N+:1]([C:4]1[CH:5]=[C:6]2[C:10](=[CH:11][CH:12]=1)[N:9]([CH:13]1[CH2:18][CH2:17][CH2:16][CH2:15][O:14]1)[N:8]=[CH:7]2)([O-])=O. Product: [O:14]1[CH2:15][CH2:16][CH2:17][CH2:18][CH:13]1[N:9]1[C:10]2[C:6](=[CH:5][C:4]([NH2:1])=[CH:12][CH:11]=2)[CH:7]=[N:8]1. The catalyst class is: 604. (7) The catalyst class is: 24. Reactant: [N:1]1([C:6]2[CH:11]=[CH:10][C:9]([NH:12][C:13]([CH:15]3[C:24]4[C:19](=[CH:20][CH:21]=[CH:22][CH:23]=4)[C:18](=[O:25])[N:17]([CH2:26][CH2:27][O:28][CH3:29])[CH:16]3[C:30]#[C:31][Si](C)(C)C)=[O:14])=[CH:8][CH:7]=2)[CH:5]=[CH:4][CH:3]=[CH:2]1.C(=O)([O-])[O-].[K+].[K+]. Product: [N:1]1([C:6]2[CH:7]=[CH:8][C:9]([NH:12][C:13]([CH:15]3[C:24]4[C:19](=[CH:20][CH:21]=[CH:22][CH:23]=4)[C:18](=[O:25])[N:17]([CH2:26][CH2:27][O:28][CH3:29])[CH:16]3[C:30]#[CH:31])=[O:14])=[CH:10][CH:11]=2)[CH:5]=[CH:4][CH:3]=[CH:2]1. (8) Reactant: [F:1][C:2]1[CH:7]=[CH:6][C:5]([CH:8]([C:10]2[N:19]=[C:18]([NH:20][C:21]3[CH:25]=[C:24]([CH3:26])[NH:23][N:22]=3)[C:17]3[C:12](=[CH:13][CH:14]=[CH:15][CH:16]=3)[N:11]=2)[OH:9])=[CH:4][CH:3]=1.[BrH:27]. Product: [BrH:27].[F:1][C:2]1[CH:7]=[CH:6][C:5]([CH:8]([C:10]2[N:19]=[C:18]([NH:20][C:21]3[CH:25]=[C:24]([CH3:26])[NH:23][N:22]=3)[C:17]3[C:12](=[CH:13][CH:14]=[CH:15][CH:16]=3)[N:11]=2)[OH:9])=[CH:4][CH:3]=1. The catalyst class is: 8. (9) Reactant: [NH2:1][CH2:2][C:3]1[C:12](=[O:13])[C:11]2[C:6](=[CH:7][C:8]([Cl:14])=[CH:9][CH:10]=2)[N:5]([C:15]2[CH:20]=[CH:19][CH:18]=[CH:17][CH:16]=2)[C:4]=1[C:21]([N:23]([CH3:25])[CH3:24])=[O:22].[Cl:26][C:27]1[CH:35]=[CH:34][C:30]([C:31](Cl)=[O:32])=[CH:29][N:28]=1.C(N(CC)CC)C. Product: [CH3:24][N:23]([CH3:25])[C:21]([C:4]1[N:5]([C:15]2[CH:20]=[CH:19][CH:18]=[CH:17][CH:16]=2)[C:6]2[C:11]([C:12](=[O:13])[C:3]=1[CH2:2][NH:1][C:31]([C:30]1[CH:29]=[N:28][C:27]([Cl:26])=[CH:35][CH:34]=1)=[O:32])=[CH:10][CH:9]=[C:8]([Cl:14])[CH:7]=2)=[O:22]. The catalyst class is: 2.